Dataset: Full USPTO retrosynthesis dataset with 1.9M reactions from patents (1976-2016). Task: Predict the reactants needed to synthesize the given product. (1) Given the product [CH2:17]([O:24][C:25](=[O:55])[C@@H:26]([NH:38][C:39](=[O:54])[C:40]1[CH:45]=[CH:44][C:43]([N:46]2[CH2:51][CH2:50][CH:49]([CH2:52][NH:1][CH2:2][C@H:3]([OH:4])[C:5]3[CH:6]=[CH:7][C:8]([OH:16])=[C:9]([NH:11][S:12]([CH3:15])(=[O:14])=[O:13])[CH:10]=3)[CH2:48][CH2:47]2)=[CH:42][CH:41]=1)[CH2:27][C:28]([O:30][CH2:31][C:32]1[CH:37]=[CH:36][CH:35]=[CH:34][CH:33]=1)=[O:29])[C:18]1[CH:23]=[CH:22][CH:21]=[CH:20][CH:19]=1, predict the reactants needed to synthesize it. The reactants are: [NH2:1][CH2:2][C@@H:3]([C:5]1[CH:6]=[CH:7][C:8]([OH:16])=[C:9]([NH:11][S:12]([CH3:15])(=[O:14])=[O:13])[CH:10]=1)[OH:4].[CH2:17]([O:24][C:25](=[O:55])[C@@H:26]([NH:38][C:39](=[O:54])[C:40]1[CH:45]=[CH:44][C:43]([N:46]2[CH2:51][CH2:50][CH:49]([CH:52]=O)[CH2:48][CH2:47]2)=[CH:42][CH:41]=1)[CH2:27][C:28]([O:30][CH2:31][C:32]1[CH:37]=[CH:36][CH:35]=[CH:34][CH:33]=1)=[O:29])[C:18]1[CH:23]=[CH:22][CH:21]=[CH:20][CH:19]=1.C(O)(=O)C.C([BH3-])#N.[Na+]. (2) The reactants are: [C:1]([C:5]1[N:9]=[C:8]([C:10]2[CH:11]=[CH:12][C:13]([NH:16][NH2:17])=[N:14][CH:15]=2)[O:7][N:6]=1)([CH3:4])([CH3:3])[CH3:2].O=[C:19]1[CH2:23][S:22][CH2:21][CH:20]1[C:24](OC)=[O:25]. Given the product [C:1]([C:5]1[N:9]=[C:8]([C:10]2[CH:11]=[CH:12][C:13]([N:16]3[C:24](=[O:25])[C:20]4[CH2:21][S:22][CH2:23][C:19]=4[NH:17]3)=[N:14][CH:15]=2)[O:7][N:6]=1)([CH3:4])([CH3:2])[CH3:3], predict the reactants needed to synthesize it. (3) Given the product [NH:25]1[CH2:26][CH2:27][C@@H:23]([O:17][N:16]=[C:3]([C:10]2[CH:11]=[CH:12][CH:13]=[CH:14][CH:15]=2)[C:4]2[CH:9]=[CH:8][CH:7]=[CH:6][CH:5]=2)[CH2:24]1, predict the reactants needed to synthesize it. The reactants are: [OH-].[K+].[C:3](=[N:16][OH:17])([C:10]1[CH:15]=[CH:14][CH:13]=[CH:12][CH:11]=1)[C:4]1[CH:9]=[CH:8][CH:7]=[CH:6][CH:5]=1.CS(O[C@H:23]1[CH2:27][CH2:26][N:25](C(OC(C)(C)C)=O)[CH2:24]1)(=O)=O.O. (4) Given the product [CH2:11]([O:10][C:4]1[CH:5]=[CH:6][C:7]([CH3:9])=[CH:8][C:3]=1[O:2][CH3:1])[C:12]1[CH:17]=[CH:16][CH:15]=[CH:14][CH:13]=1, predict the reactants needed to synthesize it. The reactants are: [CH3:1][O:2][C:3]1[CH:8]=[C:7]([CH3:9])[CH:6]=[CH:5][C:4]=1[OH:10].[CH2:11](Br)[C:12]1[CH:17]=[CH:16][CH:15]=[CH:14][CH:13]=1.C([O-])([O-])=O.[K+].[K+]. (5) Given the product [Br-:23].[O:37]=[C:28]1[C:29]2[C:34](=[CH:33][CH:32]=[CH:31][CH:30]=2)[C:35](=[O:36])[N:27]1[CH2:26][CH2:25][CH2:24][N+:1]12[CH2:6][CH2:5][C:4]([C:9]([OH:10])([C:17]3[CH:22]=[CH:21][CH:20]=[CH:19][CH:18]=3)[C:11]3[CH:12]=[CH:13][CH:14]=[CH:15][CH:16]=3)([CH2:3][CH2:2]1)[CH2:7][CH2:8]2, predict the reactants needed to synthesize it. The reactants are: [N:1]12[CH2:8][CH2:7][C:4]([C:9]([C:17]3[CH:22]=[CH:21][CH:20]=[CH:19][CH:18]=3)([C:11]3[CH:16]=[CH:15][CH:14]=[CH:13][CH:12]=3)[OH:10])([CH2:5][CH2:6]1)[CH2:3][CH2:2]2.[Br:23][CH2:24][CH2:25][CH2:26][N:27]1[C:35](=[O:36])[C:34]2[C:29](=[CH:30][CH:31]=[CH:32][CH:33]=2)[C:28]1=[O:37]. (6) Given the product [CH2:29]([O:28][C:26]([NH:10][C@@H:11]([CH2:16][NH:17][C:18]([O:20][C:21]([CH3:24])([CH3:23])[CH3:22])=[O:19])[C:12]([O:14][CH3:15])=[O:13])=[O:27])[C:30]1[CH:35]=[CH:34][CH:33]=[CH:32][CH:31]=1, predict the reactants needed to synthesize it. The reactants are: C(Cl)Cl.C(=O)(O)[O-].[Na+].Cl.[NH2:10][C@@H:11]([CH2:16][NH:17][C:18]([O:20][C:21]([CH3:24])([CH3:23])[CH3:22])=[O:19])[C:12]([O:14][CH3:15])=[O:13].Cl[C:26]([O:28][CH2:29][C:30]1[CH:35]=[CH:34][CH:33]=[CH:32][CH:31]=1)=[O:27]. (7) Given the product [Si:12]([O:1][C@H:2]1[CH2:7][CH2:6][CH2:5][C@@H:4]([C:8]([O:10][CH3:11])=[O:9])[CH2:3]1)([C:25]([CH3:28])([CH3:27])[CH3:26])([C:19]1[CH:20]=[CH:21][CH:22]=[CH:23][CH:24]=1)[C:13]1[CH:18]=[CH:17][CH:16]=[CH:15][CH:14]=1, predict the reactants needed to synthesize it. The reactants are: [OH:1][C@H:2]1[CH2:7][CH2:6][CH2:5][C@@H:4]([C:8]([O:10][CH3:11])=[O:9])[CH2:3]1.[Si:12](Cl)([C:25]([CH3:28])([CH3:27])[CH3:26])([C:19]1[CH:24]=[CH:23][CH:22]=[CH:21][CH:20]=1)[C:13]1[CH:18]=[CH:17][CH:16]=[CH:15][CH:14]=1.N1C=CN=C1.CN(C1C=CC=CN=1)C.